This data is from Forward reaction prediction with 1.9M reactions from USPTO patents (1976-2016). The task is: Predict the product of the given reaction. Given the reactants S([CH2:11][N+:12]#[C-])(C1C=CC(C)=CC=1)(=O)=O.CC(C)([O-])C.[K+].[CH3:20][Si:21]([CH3:34])([CH3:33])[CH2:22][CH2:23][O:24][CH2:25][N:26]1[CH:30]=[CH:29][N:28]=[C:27]1[CH:31]=O.CO, predict the reaction product. The product is: [CH3:20][Si:21]([CH3:34])([CH3:33])[CH2:22][CH2:23][O:24][CH2:25][N:26]1[CH:30]=[CH:29][N:28]=[C:27]1[CH2:31][C:11]#[N:12].